Dataset: NCI-60 drug combinations with 297,098 pairs across 59 cell lines. Task: Regression. Given two drug SMILES strings and cell line genomic features, predict the synergy score measuring deviation from expected non-interaction effect. (1) Drug 1: CCCS(=O)(=O)NC1=C(C(=C(C=C1)F)C(=O)C2=CNC3=C2C=C(C=N3)C4=CC=C(C=C4)Cl)F. Drug 2: COC1=NC(=NC2=C1N=CN2C3C(C(C(O3)CO)O)O)N. Cell line: SNB-19. Synergy scores: CSS=-1.86, Synergy_ZIP=4.17, Synergy_Bliss=3.97, Synergy_Loewe=1.32, Synergy_HSA=-0.185. (2) Drug 1: C1CC(C1)(C(=O)O)C(=O)O.[NH2-].[NH2-].[Pt+2]. Drug 2: C1CC(=O)NC(=O)C1N2C(=O)C3=CC=CC=C3C2=O. Cell line: PC-3. Synergy scores: CSS=10.7, Synergy_ZIP=-1.98, Synergy_Bliss=0.402, Synergy_Loewe=0.0514, Synergy_HSA=-0.572. (3) Drug 1: CN(CC1=CN=C2C(=N1)C(=NC(=N2)N)N)C3=CC=C(C=C3)C(=O)NC(CCC(=O)O)C(=O)O. Drug 2: C1=NNC2=C1C(=O)NC=N2. Cell line: SR. Synergy scores: CSS=26.6, Synergy_ZIP=1.11, Synergy_Bliss=-0.359, Synergy_Loewe=-37.0, Synergy_HSA=-0.986. (4) Drug 1: C1=NC2=C(N1)C(=S)N=C(N2)N. Drug 2: CC1=C(C=C(C=C1)C(=O)NC2=CC(=CC(=C2)C(F)(F)F)N3C=C(N=C3)C)NC4=NC=CC(=N4)C5=CN=CC=C5. Cell line: SF-268. Synergy scores: CSS=10.3, Synergy_ZIP=-6.73, Synergy_Bliss=-4.71, Synergy_Loewe=-9.89, Synergy_HSA=-6.70. (5) Synergy scores: CSS=43.1, Synergy_ZIP=1.81, Synergy_Bliss=-1.18, Synergy_Loewe=-18.3, Synergy_HSA=0.514. Drug 2: CC1CCCC2(C(O2)CC(NC(=O)CC(C(C(=O)C(C1O)C)(C)C)O)C(=CC3=CSC(=N3)C)C)C. Cell line: SK-MEL-5. Drug 1: C1CC(=O)NC(=O)C1N2C(=O)C3=CC=CC=C3C2=O.